This data is from Forward reaction prediction with 1.9M reactions from USPTO patents (1976-2016). The task is: Predict the product of the given reaction. (1) Given the reactants [CH3:1][O:2][C:3]1[CH:4]=[C:5]2[C:10](=[CH:11][C:12]=1[O:13][CH3:14])[N:9]=[CH:8][CH:7]=[C:6]2[O:15][C:16]1[CH:21]=[CH:20][C:19]([NH2:22])=[CH:18][C:17]=1[CH:23]([CH3:25])[CH3:24].[F:26][C:27]1[CH:32]=[CH:31][C:30]([N:33]2[C:38](=[O:39])[C:37]([C:40](O)=[O:41])=[CH:36][N:35]([CH:43]([CH3:45])[CH3:44])[C:34]2=[O:46])=[CH:29][CH:28]=1, predict the reaction product. The product is: [CH3:1][O:2][C:3]1[CH:4]=[C:5]2[C:10](=[CH:11][C:12]=1[O:13][CH3:14])[N:9]=[CH:8][CH:7]=[C:6]2[O:15][C:16]1[CH:21]=[CH:20][C:19]([NH:22][C:40]([C:37]2[C:38](=[O:39])[N:33]([C:30]3[CH:29]=[CH:28][C:27]([F:26])=[CH:32][CH:31]=3)[C:34](=[O:46])[N:35]([CH:43]([CH3:45])[CH3:44])[CH:36]=2)=[O:41])=[CH:18][C:17]=1[CH:23]([CH3:25])[CH3:24]. (2) The product is: [NH2:1][C:2]1[C:3]([C:32]2[CH:33]=[CH:34][C:29]([C:27]([NH:26][C@@H:23]([C:19]3[CH:20]=[CH:21][CH:22]=[C:17]([Cl:16])[CH:18]=3)[CH2:24][OH:25])=[O:28])=[C:30]([F:38])[CH:31]=2)=[CH:4][C:5]([CH:8]2[CH2:9][CH2:10][C:11](=[O:14])[NH:12][CH2:13]2)=[CH:6][N:7]=1. Given the reactants [NH2:1][C:2]1[N:7]=[CH:6][C:5]([CH:8]2[CH2:13][NH:12][C:11](=[O:14])[CH2:10][CH2:9]2)=[CH:4][C:3]=1Br.[Cl:16][C:17]1[CH:18]=[C:19]([C@H:23]([NH:26][C:27]([C:29]2[CH:34]=[CH:33][C:32](B(O)O)=[CH:31][C:30]=2[F:38])=[O:28])[CH2:24][OH:25])[CH:20]=[CH:21][CH:22]=1.C([O-])([O-])=O.[Na+].[Na+].S([O-])([O-])(=O)=O.[Na+].[Na+], predict the reaction product. (3) Given the reactants [F:1][C:2]1[CH:10]=[C:9]2[C:5]([CH:6]=[N:7][N:8]2[CH3:11])=[CH:4][C:3]=1[CH2:12][C:13]1[N:17]2[N:18]=[C:19]([C:22]3[CH:23]=[N:24][N:25]([CH2:27][CH2:28][O:29]C4CCCCO4)[CH:26]=3)[CH:20]=[CH:21][C:16]2=[N:15][CH:14]=1.Cl, predict the reaction product. The product is: [F:1][C:2]1[CH:10]=[C:9]2[C:5]([CH:6]=[N:7][N:8]2[CH3:11])=[CH:4][C:3]=1[CH2:12][C:13]1[N:17]2[N:18]=[C:19]([C:22]3[CH:23]=[N:24][N:25]([CH2:27][CH2:28][OH:29])[CH:26]=3)[CH:20]=[CH:21][C:16]2=[N:15][CH:14]=1. (4) Given the reactants [F:1][C:2]([F:43])([F:42])[C:3]1[CH:4]=[C:5]([C@H:13]2[O:17][C:16](=[O:18])[N:15]([CH2:19][C:20]3[C:21]([N:32]([CH2:39][CH3:40])[CH:33]4[CH2:38][CH2:37][O:36][CH2:35][CH2:34]4)=[N:22][CH:23]=[C:24]([N:26]4[CH2:31][CH2:30][NH:29][CH2:28][CH2:27]4)[CH:25]=3)[C@H:14]2[CH3:41])[CH:6]=[C:7]([C:9]([F:12])([F:11])[F:10])[CH:8]=1.Br[CH2:45][C:46]([O:48][CH3:49])=[O:47], predict the reaction product. The product is: [F:43][C:2]([F:1])([F:42])[C:3]1[CH:4]=[C:5]([C@H:13]2[O:17][C:16](=[O:18])[N:15]([CH2:19][C:20]3[CH:25]=[C:24]([N:26]4[CH2:27][CH2:28][N:29]([CH2:45][C:46]([O:48][CH3:49])=[O:47])[CH2:30][CH2:31]4)[CH:23]=[N:22][C:21]=3[N:32]([CH2:39][CH3:40])[CH:33]3[CH2:38][CH2:37][O:36][CH2:35][CH2:34]3)[C@H:14]2[CH3:41])[CH:6]=[C:7]([C:9]([F:12])([F:11])[F:10])[CH:8]=1. (5) The product is: [C:49]([N:46]1[CH2:45][CH2:44][N:43]([CH2:42][CH2:41][NH:40][C@:5]23[CH2:36][CH2:35][C@@H:34]([C:37]([CH3:39])=[CH2:38])[C@@H:6]2[C@@H:7]2[C@@:2]([CH3:1])([CH2:3][CH2:4]3)[C@@:19]3([CH3:20])[C@@H:10]([C@:11]4([CH3:33])[C@@H:16]([CH2:17][CH2:18]3)[C:15]([CH3:22])([CH3:21])[C:14]([C:23]3[CH:24]=[CH:25][C:50]([C:49]([OH:54])=[O:53])=[CH:51][CH:52]=3)=[CH:13][CH2:12]4)[CH2:9][CH2:8]2)[CH2:48][CH2:47]1)(=[O:53])[CH2:50][CH2:51][CH3:52]. Given the reactants [CH3:1][C@:2]12[C@@:19]3([CH3:20])[C@@H:10]([C@:11]4([CH3:33])[C@@H:16]([CH2:17][CH2:18]3)[C:15]([CH3:22])([CH3:21])[C:14]([C:23]3C=CC(C(OC)=O)=[CH:25][CH:24]=3)=[CH:13][CH2:12]4)[CH2:9][CH2:8][C@@H:7]1[C@H:6]1[C@H:34]([C:37]([CH3:39])=[CH2:38])[CH2:35][CH2:36][C@:5]1([NH:40][CH2:41][CH2:42][N:43]1[CH2:48][CH2:47][NH:46][CH2:45][CH2:44]1)[CH2:4][CH2:3]2.[C:49]([OH:54])(=[O:53])[CH2:50][CH2:51][CH3:52], predict the reaction product.